Dataset: Forward reaction prediction with 1.9M reactions from USPTO patents (1976-2016). Task: Predict the product of the given reaction. (1) Given the reactants [NH2:1][C:2]1[CH:7]=[C:6]([CH3:8])[CH:5]=[CH:4][C:3]=1[OH:9].[Br:10][C:11]1[CH:12]=[CH:13][C:14]([F:20])=[C:15]([CH:19]=1)[C:16](Cl)=O, predict the reaction product. The product is: [Br:10][C:11]1[CH:12]=[CH:13][C:14]([F:20])=[C:15]([C:16]2[O:9][C:3]3[CH:4]=[CH:5][C:6]([CH3:8])=[CH:7][C:2]=3[N:1]=2)[CH:19]=1. (2) The product is: [Cl:30][C:25]1[CH:24]=[C:23]([CH:28]=[CH:27][C:26]=1[Cl:29])[C:22]([NH:21][CH2:20][C:19]([N:16]1[CH2:17][CH2:18][CH:14]([N:11]2[CH2:10][CH2:9][CH:8]([C:3]3[CH:4]=[CH:5][CH:6]=[CH:7][C:2]=3[NH:1][S:41]([CH3:40])(=[O:43])=[O:42])[CH2:13][CH2:12]2)[CH2:15]1)=[O:32])=[O:31]. Given the reactants [NH2:1][C:2]1[CH:7]=[CH:6][CH:5]=[CH:4][C:3]=1[CH:8]1[CH2:13][CH2:12][N:11]([CH:14]2[CH2:18][CH2:17][N:16]([C:19](=[O:32])[CH2:20][NH:21][C:22](=[O:31])[C:23]3[CH:28]=[CH:27][C:26]([Cl:29])=[C:25]([Cl:30])[CH:24]=3)[CH2:15]2)[CH2:10][CH2:9]1.C(N(CC)CC)C.[CH3:40][S:41](Cl)(=[O:43])=[O:42], predict the reaction product.